From a dataset of Peptide-MHC class II binding affinity with 134,281 pairs from IEDB. Regression. Given a peptide amino acid sequence and an MHC pseudo amino acid sequence, predict their binding affinity value. This is MHC class II binding data. (1) The peptide sequence is LTQPLQQLTSLFSQV. The MHC is HLA-DQA10401-DQB10402 with pseudo-sequence HLA-DQA10401-DQB10402. The binding affinity (normalized) is 0.423. (2) The peptide sequence is EWRFDSRLAFHHVAREL. The MHC is DRB1_0103 with pseudo-sequence DRB1_0103. The binding affinity (normalized) is 0.297. (3) The peptide sequence is VSLIAALKGMINLWK. The MHC is DRB1_0901 with pseudo-sequence DRB1_0901. The binding affinity (normalized) is 0.378. (4) The peptide sequence is HGITDVHPLYSRRLPKGVKH. The MHC is DRB1_0701 with pseudo-sequence DRB1_0701. The binding affinity (normalized) is 0. (5) The peptide sequence is MEVGAYRSPFSRVVHLYRNGK. The MHC is DRB1_1501 with pseudo-sequence DRB1_1501. The binding affinity (normalized) is 0. (6) The peptide sequence is PCKGDSVTIKLDGNL. The MHC is HLA-DQA10501-DQB10301 with pseudo-sequence HLA-DQA10501-DQB10301. The binding affinity (normalized) is 0.321.